This data is from Full USPTO retrosynthesis dataset with 1.9M reactions from patents (1976-2016). The task is: Predict the reactants needed to synthesize the given product. (1) Given the product [NH2:30][C:19]1[C:20]([O:22][CH:23]2[CH2:28][CH2:27][N:26]([CH3:29])[CH2:25][CH2:24]2)=[CH:21][C:3]2[C:2]([CH3:33])([CH3:1])[C:14]3[NH:13][C:12]4[C:7]([C:6]=3[C:5](=[O:17])[C:4]=2[CH:18]=1)=[CH:8][CH:9]=[C:10]([C:15]#[N:16])[CH:11]=4, predict the reactants needed to synthesize it. The reactants are: [CH3:1][C:2]1([CH3:33])[C:14]2[NH:13][C:12]3[C:7](=[CH:8][CH:9]=[C:10]([C:15]#[N:16])[CH:11]=3)[C:6]=2[C:5](=[O:17])[C:4]2[CH:18]=[C:19]([N+:30]([O-])=O)[C:20]([O:22][CH:23]3[CH2:28][CH2:27][N:26]([CH3:29])[CH2:25][CH2:24]3)=[CH:21][C:3]1=2.C([O-])(=O)C.[NH4+].C(=O)([O-])O.[Na+]. (2) Given the product [C:24]([O:28][C:29](=[O:40])[NH:30][CH:31]1[CH2:34][C:33]2([CH2:39][CH2:38][N:37]([S:20]([C:17]3[CH:18]=[CH:19][C:14]([CH2:13][NH:12][C:10]([C:8]4[CH:7]=[CH:6][C:5]5[N:4]([CH:3]=[CH:2][N:1]=5)[CH:9]=4)=[O:11])=[CH:15][CH:16]=3)(=[O:22])=[O:21])[CH2:36][CH2:35]2)[CH2:32]1)([CH3:27])([CH3:25])[CH3:26], predict the reactants needed to synthesize it. The reactants are: [N:1]1[CH:2]=[CH:3][N:4]2[CH:9]=[C:8]([C:10]([NH:12][CH2:13][C:14]3[CH:19]=[CH:18][C:17]([S:20](Cl)(=[O:22])=[O:21])=[CH:16][CH:15]=3)=[O:11])[CH:7]=[CH:6][C:5]=12.[C:24]([O:28][C:29](=[O:40])[NH:30][CH:31]1[CH2:34][C:33]2([CH2:39][CH2:38][NH:37][CH2:36][CH2:35]2)[CH2:32]1)([CH3:27])([CH3:26])[CH3:25].C(N(CC)CC)C. (3) Given the product [CH2:20]([O:19][C:17]([C:2]1[CH:3]=[C:4]([NH:8][C:9](=[O:11])[CH3:10])[CH:5]=[N:6][CH:7]=1)=[CH2:18])[CH3:21], predict the reactants needed to synthesize it. The reactants are: Br[C:2]1[CH:3]=[C:4]([NH:8][C:9](=[O:11])[CH3:10])[CH:5]=[N:6][CH:7]=1.C([Sn](CCCC)(CCCC)[C:17]([O:19][CH2:20][CH3:21])=[CH2:18])CCC. (4) Given the product [O:1]=[C:2]1[C:8]2[N:9]([CH2:15][C:16]3[CH:37]=[CH:36][C:19]4/[C:20](=[CH:29]/[C:30]5[NH:34][C:33](=[O:35])[O:32][N:31]=5)/[C:21]5[CH:28]=[CH:27][CH:26]=[CH:25][C:22]=5[CH2:23][CH2:24][C:18]=4[CH:17]=3)[C:10]([CH2:12][CH2:13][CH3:14])=[N:11][C:7]=2[CH2:6][CH2:5][CH2:4][CH2:3]1, predict the reactants needed to synthesize it. The reactants are: [O:1]=[C:2]1[C:8]2[N:9]([CH2:15][C:16]3[CH:37]=[CH:36][C:19]4/[C:20](=[CH:29]/[C:30]5[NH:34][C:33](=[O:35])[O:32][N:31]=5)/[C:21]5[CH:28]=[CH:27][CH:26]=[CH:25][C:22]=5[CH2:23][CH2:24][C:18]=4[CH:17]=3)[C:10]([CH2:12][CH2:13][CH3:14])=[N:11][C:7]=2[CH:6]=[CH:5][CH:4]=[CH:3]1. (5) Given the product [CH2:37]([O:36][C:35]([NH:34][C@@H:30]1[CH2:31][CH2:32][CH2:33][N:28]([C:8]2[CH:20]=[CH:19][C:18]([C:21]#[N:22])=[C:17]3[C:9]=2[C:10]2[CH:11]=[CH:12][C:13]([C:23]([O:25][CH2:26][CH3:27])=[O:24])=[CH:14][C:15]=2[NH:16]3)[CH2:29]1)=[O:44])[C:38]1[CH:39]=[CH:40][CH:41]=[CH:42][CH:43]=1, predict the reactants needed to synthesize it. The reactants are: C(=O)([O-])[O-].[Cs+].[Cs+].Br[C:8]1[CH:20]=[CH:19][C:18]([C:21]#[N:22])=[C:17]2[C:9]=1[C:10]1[CH:11]=[CH:12][C:13]([C:23]([O:25][CH2:26][CH3:27])=[O:24])=[CH:14][C:15]=1[NH:16]2.[NH:28]1[CH2:33][CH2:32][CH2:31][C@@H:30]([NH:34][C:35](=[O:44])[O:36][CH2:37][C:38]2[CH:43]=[CH:42][CH:41]=[CH:40][CH:39]=2)[CH2:29]1. (6) Given the product [CH3:12][S:13][C:14]1[N:19]=[C:18]2[N:20]([CH2:8][C:7]3[CH:10]=[CH:11][C:4]([N+:1]([O-:3])=[O:2])=[CH:5][CH:6]=3)[N:21]=[CH:22][C:17]2=[CH:16][N:15]=1, predict the reactants needed to synthesize it. The reactants are: [N+:1]([C:4]1[CH:11]=[CH:10][C:7]([CH2:8]O)=[CH:6][CH:5]=1)([O-:3])=[O:2].[CH3:12][S:13][C:14]1[N:19]=[C:18]2[NH:20][N:21]=[CH:22][C:17]2=[CH:16][N:15]=1. (7) Given the product [CH2:15]([O:14][C:11]1[CH:12]=[CH:13][C:4]([C:1](=[O:3])[CH2:2][Br:23])=[C:5]2[C:10]=1[NH:9][C:8](=[O:22])[CH:7]=[CH:6]2)[C:16]1[CH:21]=[CH:20][CH:19]=[CH:18][CH:17]=1, predict the reactants needed to synthesize it. The reactants are: [C:1]([C:4]1[CH:13]=[CH:12][C:11]([O:14][CH2:15][C:16]2[CH:21]=[CH:20][CH:19]=[CH:18][CH:17]=2)=[C:10]2[C:5]=1[CH:6]=[CH:7][C:8](=[O:22])[NH:9]2)(=[O:3])[CH3:2].[Br-:23].[Br-].[Br-].[NH+]1C=CC=CC=1.[NH+]1C=CC=CC=1.[NH+]1C=CC=CC=1. (8) Given the product [Cl:35][C:6]1[N:10]=[C:9]([CH:11]2[CH2:16][CH:15]([C:17]3[CH:22]=[CH:21][C:20]([C:23]([F:26])([F:25])[F:24])=[CH:19][CH:18]=3)[CH2:14][N:13]([C:27]([N:29]3[CH2:34][CH2:33][O:32][CH2:31][CH2:30]3)=[O:28])[CH2:12]2)[O:8][N:7]=1, predict the reactants needed to synthesize it. The reactants are: N([O-])=O.[Na+].N[C:6]1[N:10]=[C:9]([CH:11]2[CH2:16][CH:15]([C:17]3[CH:22]=[CH:21][C:20]([C:23]([F:26])([F:25])[F:24])=[CH:19][CH:18]=3)[CH2:14][N:13]([C:27]([N:29]3[CH2:34][CH2:33][O:32][CH2:31][CH2:30]3)=[O:28])[CH2:12]2)[O:8][N:7]=1.[ClH:35]. (9) Given the product [Cl:31][C:2]1[CH:3]=[CH:4][C:5]2[C:6]3[C:11]4[C:12](=[O:20])[CH2:13][C:14]([CH3:19])([CH3:18])[CH2:15][C:16]=4[N:35]=[C:34]([CH3:33])[C:7]=3[NH:8][C:9]=2[CH:10]=1, predict the reactants needed to synthesize it. The reactants are: F[C:2]1[CH:10]=[C:9]2[C:5]([C:6]([CH:11]3[C:16](=O)[CH2:15][C:14]([CH3:19])([CH3:18])[CH2:13][C:12]3=[O:20])=[CH:7][NH:8]2)=[CH:4][CH:3]=1.NC1C=C([Cl:31])C=CC=1C(O)=O.C(O)(=O)[C:33]1[C:34](=CC=CC=1)[NH2:35]. (10) The reactants are: [Br:1][C:2]1[CH:3]=[C:4]([F:10])[C:5]([F:9])=[C:6]([OH:8])[CH:7]=1.C([O-])([O-])=O.[K+].[K+].[CH2:17](Br)[C:18]1[CH:23]=[CH:22][CH:21]=[CH:20][CH:19]=1.CCN(CC)CC. Given the product [Br:1][C:2]1[CH:7]=[C:6]([O:8][CH2:17][C:18]2[CH:23]=[CH:22][CH:21]=[CH:20][CH:19]=2)[C:5]([F:9])=[C:4]([F:10])[CH:3]=1, predict the reactants needed to synthesize it.